The task is: Predict the reaction yield, written as a fraction of the theoretical maximum amount of product (1.0 means a 100% yield; for example, 0.34 means a 34% yield).. This data is from Reaction yield outcomes from USPTO patents with 853,638 reactions. (1) The reactants are Br[C:2]1[CH:3]=[CH:4][C:5]([O:9][CH3:10])=[C:6]([CH:8]=1)[NH2:7].[CH3:11][PH:12](=[O:14])[CH3:13].P([O-])([O-])([O-])=O.[K+].[K+].[K+]. The catalyst is CN(C=O)C.C([O-])(=O)C.[Pd+2].C([O-])(=O)C.CC1(C)C2C(=C(P(C3C=CC=CC=3)C3C=CC=CC=3)C=CC=2)OC2C(P(C3C=CC=CC=3)C3C=CC=CC=3)=CC=CC1=2. The product is [CH3:11][P:12]([C:2]1[CH:3]=[CH:4][C:5]([O:9][CH3:10])=[C:6]([CH:8]=1)[NH2:7])([CH3:13])=[O:14]. The yield is 0.850. (2) The reactants are Cl[C:2]1[CH:7]=[C:6]([O:8][C:9]2[CH:10]=[N:11][C:12]([N+:15]([O-:17])=[O:16])=[CH:13][CH:14]=2)[CH:5]=[CH:4][N:3]=1.[CH3:18][N:19]([CH3:23])[C:20]([NH2:22])=[O:21].C([O-])([O-])=O.[Cs+].[Cs+]. The catalyst is O1CCOCC1.C1(P(C2C=CC=CC=2)[C-]2C=CC=C2)C=CC=CC=1.[C-]1(P(C2C=CC=CC=2)C2C=CC=CC=2)C=CC=C1.[Fe+2].C1C=CC(/C=C/C(/C=C/C2C=CC=CC=2)=O)=CC=1.C1C=CC(/C=C/C(/C=C/C2C=CC=CC=2)=O)=CC=1.C1C=CC(/C=C/C(/C=C/C2C=CC=CC=2)=O)=CC=1.[Pd].[Pd]. The product is [CH3:18][N:19]([CH3:23])[C:20]([NH:22][C:2]1[CH:7]=[C:6]([O:8][C:9]2[CH:10]=[N:11][C:12]([N+:15]([O-:17])=[O:16])=[CH:13][CH:14]=2)[CH:5]=[CH:4][N:3]=1)=[O:21]. The yield is 0.510.